Regression. Given a peptide amino acid sequence and an MHC pseudo amino acid sequence, predict their binding affinity value. This is MHC class I binding data. From a dataset of Peptide-MHC class I binding affinity with 185,985 pairs from IEDB/IMGT. (1) The peptide sequence is KYLYFIKGL. The MHC is HLA-A29:02 with pseudo-sequence HLA-A29:02. The binding affinity (normalized) is 0. (2) The binding affinity (normalized) is 0.971. The peptide sequence is NHINVNLSL. The MHC is Mamu-A07 with pseudo-sequence Mamu-A07. (3) The peptide sequence is SQQKADWIPL. The MHC is HLA-A32:01 with pseudo-sequence HLA-A32:01. The binding affinity (normalized) is 0.266. (4) The MHC is HLA-A29:02 with pseudo-sequence HLA-A29:02. The binding affinity (normalized) is 0.568. The peptide sequence is FLSMLNLTKY. (5) The peptide sequence is ELRSLYNTV. The MHC is HLA-B35:01 with pseudo-sequence HLA-B35:01. The binding affinity (normalized) is 0. (6) The peptide sequence is MEAQFLYLY. The MHC is HLA-A01:01 with pseudo-sequence HLA-A01:01. The binding affinity (normalized) is 0.320.